From a dataset of Forward reaction prediction with 1.9M reactions from USPTO patents (1976-2016). Predict the product of the given reaction. (1) Given the reactants [C:1]([O:5][C:6]([N:8]1[CH2:12][CH2:11][C@H:10]([C:13](=[O:18])NCOC)[CH2:9]1)=[O:7])([CH3:4])([CH3:3])[CH3:2].C1COCC1.[C:24]1([Mg]Br)[CH:29]=[CH:28][CH:27]=[CH:26][CH:25]=1, predict the reaction product. The product is: [C:1]([O:5][C:6]([N:8]1[CH2:12][CH2:11][C@H:10]([C:13](=[O:18])[C:24]2[CH:29]=[CH:28][CH:27]=[CH:26][CH:25]=2)[CH2:9]1)=[O:7])([CH3:2])([CH3:3])[CH3:4]. (2) The product is: [CH:22]1([CH:21]=[C:20]([C:27]2[CH:32]=[CH:31][C:30]([C:33]([OH:36])([CH3:34])[CH3:35])=[CH:29][CH:28]=2)[C:11]2[NH:10][C:14]3=[N:15][CH:16]=[C:17]([F:19])[CH:18]=[C:13]3[CH:12]=2)[CH2:26][CH2:25][CH2:24][CH2:23]1. Given the reactants C1(S([N:10]2[C:14]3=[N:15][CH:16]=[C:17]([F:19])[CH:18]=[C:13]3[CH:12]=[C:11]2[C:20]([C:27]2[CH:32]=[CH:31][C:30]([C:33]([OH:36])([CH3:35])[CH3:34])=[CH:29][CH:28]=2)=[CH:21][CH:22]2[CH2:26][CH2:25][CH2:24][CH2:23]2)(=O)=O)C=CC=CC=1.[OH-].[Na+].N, predict the reaction product. (3) Given the reactants C(O[BH-](OC(=O)C)OC(=O)C)(=O)C.[Na+].[C:15]1([N:21]2[CH2:26][CH2:25][N:24]([CH2:27][C:28]3[CH:33]=[CH:32][C:31]([NH2:34])=[CH:30][CH:29]=3)[CH2:23][CH2:22]2)[CH:20]=[CH:19][CH:18]=[CH:17][CH:16]=1.[CH:35](=O)[C:36]1[CH:41]=[CH:40][CH:39]=[CH:38][CH:37]=1.C(O)(=O)C, predict the reaction product. The product is: [CH2:35]([NH:34][C:31]1[CH:30]=[CH:29][C:28]([CH2:27][N:24]2[CH2:23][CH2:22][N:21]([C:15]3[CH:20]=[CH:19][CH:18]=[CH:17][CH:16]=3)[CH2:26][CH2:25]2)=[CH:33][CH:32]=1)[C:36]1[CH:41]=[CH:40][CH:39]=[CH:38][CH:37]=1. (4) Given the reactants [N:1]1([CH2:15][C:16](OCC2C=CC=CC=2)=O)[C@H:14]2[C@H:5]([CH2:6][CH2:7][C:8]3[C:13]2=[N:12][CH:11]=[CH:10][CH:9]=3)[CH2:4][CH2:3][CH2:2]1.[H][H].[CH3:28][N:29]1[CH2:34][CH2:33][N:32]([C:35]2[CH:40]=[CH:39][CH:38]=[C:37]([NH2:41])[C:36]=2[NH2:42])[CH2:31][CH2:30]1.C(N(CC)C(C)C)(C)C.O=C1N(P(Cl)(N2CCOC2=O)=O)CCO1, predict the reaction product. The product is: [CH3:28][N:29]1[CH2:34][CH2:33][N:32]([C:35]2[C:36]3[N:42]=[C:16]([CH2:15][N:1]4[C@H:14]5[C@H:5]([CH2:6][CH2:7][C:8]6[C:13]5=[N:12][CH:11]=[CH:10][CH:9]=6)[CH2:4][CH2:3][CH2:2]4)[NH:41][C:37]=3[CH:38]=[CH:39][CH:40]=2)[CH2:31][CH2:30]1. (5) Given the reactants [CH2:1]([C@@H:3]([C:9]1[CH:14]=[CH:13][CH:12]=[C:11]([O:15][CH2:16][C:17]2[CH:22]=[CH:21][CH:20]=[CH:19][CH:18]=2)[CH:10]=1)[C@@H:4]([CH3:8])[C:5](O)=[O:6])[CH3:2].C(Cl)(=O)C(Cl)=O.Cl.[CH3:30][NH:31][CH3:32].C(N(CC)CC)C.Cl, predict the reaction product. The product is: [CH2:1]([C@@H:3]([C:9]1[CH:14]=[CH:13][CH:12]=[C:11]([O:15][CH2:16][C:17]2[CH:22]=[CH:21][CH:20]=[CH:19][CH:18]=2)[CH:10]=1)[C@@H:4]([CH3:8])[C:5]([N:31]([CH3:32])[CH3:30])=[O:6])[CH3:2]. (6) Given the reactants Cl[C:2]1[N:7]=[C:6]([C:8]2[S:12][C:11]([CH:13]([CH3:15])[CH3:14])=[N:10][C:9]=2[C:16]2[CH:17]=[C:18]([NH:22][S:23]([C:26]3[C:31]([F:32])=[CH:30][CH:29]=[CH:28][C:27]=3[F:33])(=[O:25])=[O:24])[CH:19]=[CH:20][CH:21]=2)[CH:5]=[CH:4][N:3]=1.[N:34]1([C:40]2[N:45]=[CH:44][C:43]([NH2:46])=[CH:42][CH:41]=2)[CH2:39][CH2:38][O:37][CH2:36][CH2:35]1, predict the reaction product. The product is: [F:33][C:27]1[CH:28]=[CH:29][CH:30]=[C:31]([F:32])[C:26]=1[S:23]([NH:22][C:18]1[CH:19]=[CH:20][CH:21]=[C:16]([C:9]2[N:10]=[C:11]([CH:13]([CH3:15])[CH3:14])[S:12][C:8]=2[C:6]2[CH:5]=[CH:4][N:3]=[C:2]([NH:46][C:43]3[CH:44]=[N:45][C:40]([N:34]4[CH2:35][CH2:36][O:37][CH2:38][CH2:39]4)=[CH:41][CH:42]=3)[N:7]=2)[CH:17]=1)(=[O:25])=[O:24]. (7) Given the reactants [NH2:1][C:2]1([C:8]#[N:9])[CH2:7][CH2:6][S:5][CH2:4][CH2:3]1.[C:10](O[C:10]([O:12][C:13]([CH3:16])([CH3:15])[CH3:14])=[O:11])([O:12][C:13]([CH3:16])([CH3:15])[CH3:14])=[O:11], predict the reaction product. The product is: [C:8]([C:2]1([NH:1][C:10](=[O:11])[O:12][C:13]([CH3:16])([CH3:15])[CH3:14])[CH2:7][CH2:6][S:5][CH2:4][CH2:3]1)#[N:9]. (8) Given the reactants [CH2:1]([C:3]1[CH:8]=[CH:7][CH:6]=[C:5]([O:9]C)[N:4]=1)[CH3:2].Br.C([O-])(O)=O.[Na+], predict the reaction product. The product is: [CH2:1]([C:3]1[CH:8]=[CH:7][CH:6]=[C:5]([OH:9])[N:4]=1)[CH3:2]. (9) Given the reactants [CH2:1]1[C:15]2[C:10](=[CH:11][CH:12]=[CH:13][CH:14]=2)[CH2:9][C:8]2[C:3](=[CH:4][CH:5]=[CH:6][CH:7]=2)[CH2:2]1.[Br:16][C:17]1[CH:24]=[C:21]([CH:22]=O)[C:20]([O:25][CH3:26])=[CH:19][CH:18]=1, predict the reaction product. The product is: [Br:16][C:17]1[CH:18]=[CH:19][C:20]([O:25][CH3:26])=[C:21]([CH:24]=1)[CH:22]=[C:9]1[C:8]2[CH:7]=[CH:6][CH:5]=[CH:4][C:3]=2[CH2:2][CH2:1][C:15]2[CH:14]=[CH:13][CH:12]=[CH:11][C:10]1=2. (10) Given the reactants Cl.[NH2:2][C@H:3]1[CH2:7][CH2:6][O:5][C:4]1=[O:8].[BrH:9], predict the reaction product. The product is: [BrH:9].[NH2:2][C@@H:3]([CH2:7][CH2:6][Br:9])[C:4]([OH:5])=[O:8].